From a dataset of Retrosynthesis with 50K atom-mapped reactions and 10 reaction types from USPTO. Predict the reactants needed to synthesize the given product. (1) Given the product O=C(Nc1cccc2[nH]cnc12)N1CCN2C(=O)OC(c3ccccc3)(c3ccccc3)C2C1, predict the reactants needed to synthesize it. The reactants are: CC(C)(C)OC(=O)n1cnc2c(NC(=O)N3CCN4C(=O)OC(c5ccccc5)(c5ccccc5)C4C3)cccc21. (2) The reactants are: COc1ccc2c(c1)C=Cc1ccccc1C2CO.Cc1ccc(S(=O)(=O)Cl)cc1. Given the product COc1ccc2c(c1)C=Cc1ccccc1C2COS(=O)(=O)c1ccc(C)cc1, predict the reactants needed to synthesize it. (3) Given the product Nc1ccccc1NCC=Cc1ccc(Cl)cc1, predict the reactants needed to synthesize it. The reactants are: ClCC=Cc1ccc(Cl)cc1.Nc1ccccc1N. (4) The reactants are: CS(=O)(=O)c1cc(N2CCCS2(=O)=O)ccc1C(=O)O.O=C(c1ccc(Cl)cc1)C1CCNCC1. Given the product CS(=O)(=O)c1cc(N2CCCS2(=O)=O)ccc1C(=O)N1CCC(C(=O)c2ccc(Cl)cc2)CC1, predict the reactants needed to synthesize it. (5) Given the product Cc1c(-c2cc(Nc3ccc(C(=O)N4CCOCC4)cn3)c(=O)n(C)c2)cccc1N1CCc2cc(N(C)C)ccc2C1=O, predict the reactants needed to synthesize it. The reactants are: Cc1c(Br)cccc1N1CCc2cc(N(C)C)ccc2C1=O.Cn1cc(B2OC(C)(C)C(C)(C)O2)cc(Nc2ccc(C(=O)N3CCOCC3)cn2)c1=O. (6) Given the product CC(C)(C)OC(=O)N1CCC(=C(F)C#Cc2ccccc2)CC1, predict the reactants needed to synthesize it. The reactants are: C#Cc1ccccc1.CC(C)(C)OC(=O)N1CCC(=C(F)Br)CC1. (7) Given the product Nc1ncnc2c1c(-c1cccc(OCc3ccccc3)c1)cn2[C@H]1C[C@H](CNC(=O)NCCN2CCOCC2)C1, predict the reactants needed to synthesize it. The reactants are: C1COCCN1.Nc1ncnc2c1c(-c1cccc(OCc3ccccc3)c1)cn2[C@H]1C[C@H](CNC(=O)NCCBr)C1.